Dataset: Full USPTO retrosynthesis dataset with 1.9M reactions from patents (1976-2016). Task: Predict the reactants needed to synthesize the given product. (1) The reactants are: C(O)(=O)CC(CC(O)=O)(C(O)=O)O.[OH-].[OH-].[Ca+2:16].[P:17](=[O:21])([OH:20])([OH:19])[OH:18].[OH-].[K+]. Given the product [P:17]([O-:21])([O-:20])([O-:19])=[O:18].[Ca+2:16].[P:17]([O-:21])([O-:20])([O-:19])=[O:18].[Ca+2:16].[Ca+2:16], predict the reactants needed to synthesize it. (2) Given the product [CH:17]1([C:14]2[N:15]=[CH:16][C:11]([O:10][C@H:8]3[CH2:7][N:6]4[CH2:20][C:21](=[O:23])[NH:1][CH2:4][C@@H:5]4[CH2:9]3)=[N:12][CH:13]=2)[CH2:19][CH2:18]1, predict the reactants needed to synthesize it. The reactants are: [N:1]([CH2:4][C@@H:5]1[CH2:9][C@@H:8]([O:10][C:11]2[CH:16]=[N:15][C:14]([CH:17]3[CH2:19][CH2:18]3)=[CH:13][N:12]=2)[CH2:7][N:6]1[CH2:20][C:21]([O:23]C)=O)=[N+]=[N-].O. (3) Given the product [NH2:13][C:5]1[N:6]=[C:7]([CH2:10][O:11][CH3:12])[CH:8]=[CH:9][C:4]=1[C:3]([OH:14])=[O:2], predict the reactants needed to synthesize it. The reactants are: C[O:2][C:3](=[O:14])[C:4]1[CH:9]=[CH:8][C:7]([CH2:10][O:11][CH3:12])=[N:6][C:5]=1[NH2:13].O1CCCC1.O.[OH-].[Na+].C(O)(=O)C. (4) Given the product [ClH:43].[C:1]1([CH:7]([N:12]2[CH2:13][CH2:14][CH:15]([C:18]3[CH:23]=[CH:22][C:21]([NH:24][C:25]([C:27]4[CH:32]=[CH:31][CH:30]=[CH:29][C:28]=4[C:33]4[CH:38]=[CH:37][C:36]([C:39]([F:42])([F:40])[F:41])=[CH:35][CH:34]=4)=[O:26])=[CH:20][CH:19]=3)[CH2:16][CH2:17]2)[C:8]([OH:10])=[O:9])[CH:6]=[CH:5][CH:4]=[CH:3][CH:2]=1, predict the reactants needed to synthesize it. The reactants are: [C:1]1([CH:7]([N:12]2[CH2:17][CH2:16][CH:15]([C:18]3[CH:23]=[CH:22][C:21]([NH:24][C:25]([C:27]4[CH:32]=[CH:31][CH:30]=[CH:29][C:28]=4[C:33]4[CH:38]=[CH:37][C:36]([C:39]([F:42])([F:41])[F:40])=[CH:35][CH:34]=4)=[O:26])=[CH:20][CH:19]=3)[CH2:14][CH2:13]2)[C:8]([O:10]C)=[O:9])[CH:6]=[CH:5][CH:4]=[CH:3][CH:2]=1.[ClH:43].